Task: Predict the reactants needed to synthesize the given product.. Dataset: Full USPTO retrosynthesis dataset with 1.9M reactions from patents (1976-2016) (1) The reactants are: [NH:1]1[C:9]2[C:4](=[CH:5][C:6]([C:10]3[C:14]4[C:15]([NH2:19])=[N:16][CH:17]=[CH:18][C:13]=4[O:12][CH:11]=3)=[CH:7][CH:8]=2)[CH2:3][CH2:2]1.[Cl:20][C:21]1[CH:22]=[C:23]([CH2:28][C:29](O)=[O:30])[CH:24]=[C:25]([F:27])[CH:26]=1.CN(C(ON1N=NC2C=CC=NC1=2)=[N+](C)C)C.F[P-](F)(F)(F)(F)F.CCN(C(C)C)C(C)C. Given the product [Cl:20][C:21]1[CH:22]=[C:23]([CH2:28][C:29]([N:1]2[C:9]3[C:4](=[CH:5][C:6]([C:10]4[C:14]5[C:15]([NH2:19])=[N:16][CH:17]=[CH:18][C:13]=5[O:12][CH:11]=4)=[CH:7][CH:8]=3)[CH2:3][CH2:2]2)=[O:30])[CH:24]=[C:25]([F:27])[CH:26]=1, predict the reactants needed to synthesize it. (2) Given the product [Si:1]([O:8][C@@H:9]([CH2:13][O:14][CH:15]([CH3:17])[CH3:16])[C:10]([NH:25][C:22]1[CH:21]=[CH:20][C:19]([CH3:18])=[CH:24][N:23]=1)=[O:12])([C:4]([CH3:5])([CH3:6])[CH3:7])([CH3:2])[CH3:3], predict the reactants needed to synthesize it. The reactants are: [Si:1]([O:8][C@@H:9]([CH2:13][O:14][CH:15]([CH3:17])[CH3:16])[C:10]([OH:12])=O)([C:4]([CH3:7])([CH3:6])[CH3:5])([CH3:3])[CH3:2].[CH3:18][C:19]1[CH:20]=[CH:21][C:22]([NH2:25])=[N:23][CH:24]=1. (3) Given the product [F:1][C:2]1[CH:9]=[C:8]([OH:10])[CH:7]=[C:6]([OH:12])[C:3]=1[CH:4]=[O:5], predict the reactants needed to synthesize it. The reactants are: [F:1][C:2]1[CH:9]=[C:8]([O:10]C)[CH:7]=[C:6]([O:12]C)[C:3]=1[CH:4]=[O:5].B(Br)(Br)Br. (4) The reactants are: [Cl:1][C:2]1[C:7](/[C:8](/O)=[CH:9]\[C:10]2[CH:15]=[CH:14][N:13]=[C:12]([Cl:16])[N:11]=2)=[CH:6][CH:5]=[CH:4][C:3]=1[NH:18][S:19]([C:22]1[C:27]([F:28])=[CH:26][CH:25]=[CH:24][C:23]=1[F:29])(=[O:21])=[O:20].C1C(=O)N(Br)C(=O)C1.[CH:38]1([C:42](=[S:44])[NH2:43])[CH2:41][CH2:40][CH2:39]1. Given the product [Cl:1][C:2]1[C:7]([C:8]2[N:43]=[C:42]([CH:38]3[CH2:41][CH2:40][CH2:39]3)[S:44][C:9]=2[C:10]2[CH:15]=[CH:14][N:13]=[C:12]([Cl:16])[N:11]=2)=[CH:6][CH:5]=[CH:4][C:3]=1[NH:18][S:19]([C:22]1[C:27]([F:28])=[CH:26][CH:25]=[CH:24][C:23]=1[F:29])(=[O:21])=[O:20], predict the reactants needed to synthesize it. (5) Given the product [Cl:1][C:2]1[CH:28]=[C:27]([Cl:29])[CH:26]=[CH:25][C:3]=1[CH2:4][NH:5][C:6]([C:8]1[S:12][C:11]([CH2:13][OH:14])=[N:10][C:9]=1[O:21][CH:22]([CH3:24])[CH3:23])=[O:7], predict the reactants needed to synthesize it. The reactants are: [Cl:1][C:2]1[CH:28]=[C:27]([Cl:29])[CH:26]=[CH:25][C:3]=1[CH2:4][NH:5][C:6]([C:8]1[S:12][C:11]([CH2:13][O:14]C2CCCCO2)=[N:10][C:9]=1[O:21][CH:22]([CH3:24])[CH3:23])=[O:7].Cl. (6) Given the product [CH:5]([OH:7])=[O:6].[F:26][C:27]1[C:28]([NH:39][C:5](=[O:7])[CH2:4][CH:3]([CH3:2])[CH2:8][N:9]2[CH2:13][CH2:12][CH2:11][CH2:10]2)=[N:29][NH:30][C:31]=1[C:32]1[CH:33]=[N:34][C:35]([CH3:38])=[CH:36][CH:37]=1, predict the reactants needed to synthesize it. The reactants are: Cl.[CH3:2][CH:3]([CH2:8][N:9]1[CH2:13][CH2:12][CH2:11][CH2:10]1)[CH2:4][C:5]([OH:7])=[O:6].C1N=CN(C(N2C=NC=C2)=O)C=1.[F:26][C:27]1[C:31]([C:32]2[CH:33]=[N:34][C:35]([CH3:38])=[CH:36][CH:37]=2)=[N:30][NH:29][C:28]=1[NH2:39]. (7) Given the product [C:1]([O:5][C:6]([N:8]1[CH:16]([CH3:17])[C:15]2[C:14]([O:18][C:19]3[CH:20]=[C:21]4[C:25](=[CH:26][CH:27]=3)[N:24]([C:31](=[O:32])[NH:30][C:33]3[CH:38]=[CH:37][CH:36]=[C:35]([C:39]([F:40])([F:42])[F:41])[CH:34]=3)[CH:23]=[CH:22]4)=[N:13][CH:12]=[N:11][C:10]=2[CH2:9]1)=[O:7])([CH3:2])([CH3:3])[CH3:4], predict the reactants needed to synthesize it. The reactants are: [C:1]([O:5][C:6]([N:8]1[CH:16]([CH3:17])[C:15]2[C:14]([O:18][C:19]3[CH:20]=[C:21]4[C:25](=[CH:26][CH:27]=3)[NH:24][CH:23]=[CH:22]4)=[N:13][CH:12]=[N:11][C:10]=2[CH2:9]1)=[O:7])([CH3:4])([CH3:3])[CH3:2].[H-].[Na+].[N:30]([C:33]1[CH:38]=[CH:37][CH:36]=[C:35]([C:39]([F:42])([F:41])[F:40])[CH:34]=1)=[C:31]=[O:32].[NH4+].[Cl-]. (8) Given the product [CH2:1]([NH:3][C:4]([C:6]1[CH:11]=[CH:10][C:9]([N:12]2[CH:16]=[C:15]([C:17]([NH:34][CH2:33][CH2:32][O:31][CH3:30])=[O:18])[N:14]=[N:13]2)=[C:8]([O:20][CH2:21][CH2:22][CH2:23][C:24]2[CH:29]=[CH:28][CH:27]=[CH:26][CH:25]=2)[CH:7]=1)=[O:5])[CH3:2], predict the reactants needed to synthesize it. The reactants are: [CH2:1]([NH:3][C:4]([C:6]1[CH:11]=[CH:10][C:9]([N:12]2[CH:16]=[C:15]([C:17](O)=[O:18])[N:14]=[N:13]2)=[C:8]([O:20][CH2:21][CH2:22][CH2:23][C:24]2[CH:29]=[CH:28][CH:27]=[CH:26][CH:25]=2)[CH:7]=1)=[O:5])[CH3:2].[CH3:30][O:31][CH2:32][CH2:33][NH2:34].C1C=CC2N(O)N=NC=2C=1.CCN=C=NCCCN(C)C.